Dataset: Full USPTO retrosynthesis dataset with 1.9M reactions from patents (1976-2016). Task: Predict the reactants needed to synthesize the given product. (1) The reactants are: CC(C[AlH]CC(C)C)C.O=[C:11]1[CH2:15][CH2:14][CH2:13][N:12]1[C:16]([O:18][C:19]([CH3:22])([CH3:21])[CH3:20])=[O:17].[C@H](O)(C([O-])=O)[C@@H](O)C([O-])=O.[Na+].[K+].[C:35]([O:38][CH2:39][CH3:40])(=[O:37])[CH3:36]. Given the product [C:19]([O:18][C:16]([NH:12][CH2:13][CH2:14][CH2:15][CH:11]=[CH:36][C:35]([O:38][CH2:39][CH3:40])=[O:37])=[O:17])([CH3:22])([CH3:21])[CH3:20], predict the reactants needed to synthesize it. (2) The reactants are: COC(=O)[C:4]1[CH:9]=[C:8](I)[CH:7]=[C:6]([Br:11])[CH:5]=1.[C:13]([O-:16])([O-])=[O:14].[Cs+].[Cs+].[CH3:19][C:20]1(C)[C:46]2C(=C(P(C3C=CC=CC=3)C3C=CC=CC=3)C=CC=2)OC2C(P(C3C=CC=CC=3)C3C=CC=CC=3)=CC=C[C:21]1=2.[C:61]1([CH:67]2[CH2:72][NH:71][C:70](=[O:73])[CH2:69][CH2:68]2)[CH:66]=[CH:65][CH:64]=[CH:63][CH:62]=1. Given the product [Br:11][C:6]1[CH:7]=[C:8]([CH:9]=[C:4]([N:71]2[CH2:72][CH:67]([C:61]3[CH:62]=[CH:63][CH:64]=[CH:65][CH:66]=3)[CH2:68][CH2:69][C:70]2=[O:73])[CH:5]=1)[C:13]([O:16][C:20]([CH3:46])([CH3:21])[CH3:19])=[O:14], predict the reactants needed to synthesize it. (3) Given the product [CH:1]1([C:4]([N:6]2[CH2:11][CH2:10][N:9]([C:12]3[N:19]=[C:18]([CH:20]4[CH2:21][CH2:22]4)[C:17]([C:23]4[CH:24]=[N:25][N:26]([CH:1]5[CH2:2][CH2:3][CH:33]([OH:34])[CH2:4]5)[CH:27]=4)=[CH:16][C:13]=3[C:14]#[N:15])[CH2:8][C@H:7]2[CH:28]2[CH2:29][CH2:30]2)=[O:5])[CH2:2][CH2:3]1, predict the reactants needed to synthesize it. The reactants are: [CH:1]1([C:4]([N:6]2[CH2:11][CH2:10][N:9]([C:12]3[N:19]=[C:18]([CH:20]4[CH2:22][CH2:21]4)[C:17]([C:23]4[CH:24]=[N:25][NH:26][CH:27]=4)=[CH:16][C:13]=3[C:14]#[N:15])[CH2:8][C@H:7]2[CH:28]2[CH2:30][CH2:29]2)=[O:5])[CH2:3][CH2:2]1.[BH4-].[Na+].[CH3:33][OH:34].